From a dataset of Catalyst prediction with 721,799 reactions and 888 catalyst types from USPTO. Predict which catalyst facilitates the given reaction. Reactant: [NH2:1][C@H:2]([CH2:21][F:22])[C@@H:3]([C:5]1[CH:10]=[CH:9][C:8]([C:11]2[O:15][N:14]=[C:13]([CH2:16][S:17]([CH3:20])(=[O:19])=[O:18])[CH:12]=2)=[CH:7][CH:6]=1)[OH:4].C(N(C(C)C)CC)(C)C.[F:32][CH:33]([F:37])[C:34](Cl)=[O:35].O. Product: [F:32][CH:33]([F:37])[C:34]([NH:1][C@H:2]([CH2:21][F:22])[C@H:3]([OH:4])[C:5]1[CH:10]=[CH:9][C:8]([C:11]2[O:15][N:14]=[C:13]([CH2:16][S:17]([CH3:20])(=[O:18])=[O:19])[CH:12]=2)=[CH:7][CH:6]=1)=[O:35]. The catalyst class is: 9.